From a dataset of Full USPTO retrosynthesis dataset with 1.9M reactions from patents (1976-2016). Predict the reactants needed to synthesize the given product. (1) Given the product [Cl:1][C:2]1[CH:3]=[CH:4][C:5]([CH2:8][CH:9]([CH3:15])[CH2:10][OH:11])=[CH:6][CH:7]=1, predict the reactants needed to synthesize it. The reactants are: [Cl:1][C:2]1[CH:7]=[CH:6][C:5]([CH2:8][CH:9]([CH3:15])[C:10](OCC)=[O:11])=[CH:4][CH:3]=1.[H-].[H-].[H-].[H-].[Li+].[Al+3]. (2) Given the product [C:1]([O:5][C:6]([N:8]1[C:12]2[N:13]=[CH:14][N:15]=[C:16]([N:17]3[CH2:24][C:21]4([CH2:23][CH2:22]4)[N:20]([S:25](=[O:35])(=[O:36])[N:26]([CH2:27][CH2:28][C:29]4[CH:34]=[CH:33][CH:32]=[CH:31][CH:30]=4)[CH2:2][CH2:1][CH2:3][C:45]4[CH:44]=[CH:12][CH:11]=[CH:10][CH:9]=4)[CH2:19][CH2:18]3)[C:11]=2[CH:10]=[CH:9]1)=[O:7])([CH3:4])([CH3:2])[CH3:3], predict the reactants needed to synthesize it. The reactants are: [C:1]([O:5][C:6]([N:8]1[C:12]2[N:13]=[CH:14][N:15]=[C:16]([N:17]3[CH2:24][C:21]4([CH2:23][CH2:22]4)[N:20]([S:25](=[O:36])(=[O:35])[NH:26][CH2:27][CH2:28][C:29]4[CH:34]=[CH:33][CH:32]=[CH:31][CH:30]=4)[CH2:19][CH2:18]3)[C:11]=2[CH:10]=[CH:9]1)=[O:7])([CH3:4])([CH3:3])[CH3:2].C([O-])([O-])=O.[Cs+].[Cs+].Br[CH2:44][CH3:45].O. (3) The reactants are: Br[C:2]1[N:7]=[CH:6][C:5]([C:8]([N:10]2[CH2:15][CH2:14][N:13]([C:16]3[C:21]([CH3:22])=[CH:20][C:19]([CH3:23])=[CH:18][N:17]=3)[CH2:12][CH2:11]2)=[O:9])=[CH:4][CH:3]=1.[S:24]1(=[O:29])(=[O:28])[CH2:27][CH2:26][NH:25]1. Given the product [CH3:22][C:21]1[C:16]([N:13]2[CH2:14][CH2:15][N:10]([C:8]([C:5]3[CH:6]=[N:7][C:2]([N:25]4[CH2:26][CH2:27][S:24]4(=[O:29])=[O:28])=[CH:3][CH:4]=3)=[O:9])[CH2:11][CH2:12]2)=[N:17][CH:18]=[C:19]([CH3:23])[CH:20]=1, predict the reactants needed to synthesize it. (4) Given the product [OH:3][NH:2][C:8](=[NH:9])[C:7]1[CH:10]=[C:11]([CH3:13])[N:12]=[C:5]([CH3:4])[CH:6]=1, predict the reactants needed to synthesize it. The reactants are: Cl.[NH2:2][OH:3].[CH3:4][C:5]1[CH:6]=[C:7]([CH:10]=[C:11]([CH3:13])[N:12]=1)[C:8]#[N:9]. (5) Given the product [OH:42][C:41]1[CH:49]=[CH:50][C:38]([CH2:37][N:36]([C:28](=[O:29])[CH:27]=[C:26]([CH3:31])[CH3:25])[CH2:15][C:16]2[CH:24]=[CH:23][C:19]([C:20]([NH:11][CH2:10][C:9]3[CH:12]=[CH:13][C:6]([CH2:1][CH2:2][CH2:3][CH2:4][CH3:5])=[CH:7][CH:8]=3)=[O:21])=[CH:18][CH:17]=2)=[CH:39][C:40]=1[C:45]([OH:46])=[O:44], predict the reactants needed to synthesize it. The reactants are: [CH2:1]([C:6]1[CH:13]=[CH:12][C:9]([CH2:10][NH2:11])=[CH:8][CH:7]=1)[CH2:2][CH2:3][CH2:4][CH3:5].Cl[CH2:15][C:16]1[CH:24]=[CH:23][C:19]([C:20](Cl)=[O:21])=[CH:18][CH:17]=1.[CH3:25][C:26]([CH3:31])=[CH:27][C:28](Cl)=[O:29].C(O)(=O)C.[NH2:36][CH2:37][C:38]1[CH:50]=[CH:49][C:41]2[O:42]C(C)(C)[O:44][C:45](=[O:46])[C:40]=2[CH:39]=1.